This data is from Forward reaction prediction with 1.9M reactions from USPTO patents (1976-2016). The task is: Predict the product of the given reaction. (1) Given the reactants Br[C:2]1[CH:21]=[CH:20][C:5]([C:6]([NH:8][C:9]2[S:10][C:11]3[CH:17]=[C:16]([O:18][CH3:19])[CH:15]=[CH:14][C:12]=3[N:13]=2)=[O:7])=[CH:4][CH:3]=1.C([Li])CCC.[N:27]1[CH:32]=[CH:31][CH:30]=[CH:29][C:28]=1[CH:33]=[O:34].[Cl-].[NH4+], predict the reaction product. The product is: [OH:34][CH:33]([C:28]1[CH:29]=[CH:30][CH:31]=[CH:32][N:27]=1)[C:2]1[CH:21]=[CH:20][C:5]([C:6]([NH:8][C:9]2[S:10][C:11]3[CH:17]=[C:16]([O:18][CH3:19])[CH:15]=[CH:14][C:12]=3[N:13]=2)=[O:7])=[CH:4][CH:3]=1. (2) Given the reactants [F:1][C:2]1[C:7]([F:8])=[CH:6][CH:5]=[CH:4][C:3]=1[C:9]1[N:17]=[C:12]2[CH:13]=[N:14][NH:15][CH:16]=[C:11]2[N:10]=1.Cl[CH2:19][C:20]1[O:24][N:23]=[C:22]([C:25]2[CH:30]=[CH:29][C:28]([O:31][C:32]([F:35])([F:34])[F:33])=[C:27]([F:36])[CH:26]=2)[CH:21]=1, predict the reaction product. The product is: [F:1][C:2]1[C:7]([F:8])=[CH:6][CH:5]=[CH:4][C:3]=1[C:9]1[N:17]=[C:12]2[CH:13]=[N:14][N:15]([CH2:19][C:20]3[O:24][N:23]=[C:22]([C:25]4[CH:30]=[CH:29][C:28]([O:31][C:32]([F:35])([F:33])[F:34])=[C:27]([F:36])[CH:26]=4)[CH:21]=3)[CH:16]=[C:11]2[N:10]=1. (3) Given the reactants [CH3:1][N:2]1[C:7](=[O:8])[CH2:6][O:5][C:4]2[CH:9]=[CH:10][C:11]([CH2:13][N:14]3[CH:18]=[C:17]([C:19]([O:21]CC)=[O:20])[CH:16]=[N:15]3)=[CH:12][C:3]1=2, predict the reaction product. The product is: [CH3:1][N:2]1[C:7](=[O:8])[CH2:6][O:5][C:4]2[CH:9]=[CH:10][C:11]([CH2:13][N:14]3[CH:18]=[C:17]([C:19]([OH:21])=[O:20])[CH:16]=[N:15]3)=[CH:12][C:3]1=2. (4) Given the reactants [Br:1][C:2]1[CH:8]=[CH:7][C:5](N)=[C:4]([S:9][C:10]2[CH:15]=[CH:14][CH:13]=[CH:12][C:11]=2[F:16])[CH:3]=1.N([O-])=O.[Na+].F[B-](F)(F)F.[Na+].C(OCC)(=O)C, predict the reaction product. The product is: [Br:1][C:2]1[CH:8]=[CH:7][C:5]2[C:15]3[CH:14]=[CH:13][CH:12]=[C:11]([F:16])[C:10]=3[S:9][C:4]=2[CH:3]=1. (5) The product is: [CH2:1]([N:8]1[CH2:13][CH2:12][N:11]([C:19]2[CH:20]=[N:21][CH:22]=[C:17]([Cl:16])[N:18]=2)[CH:10]([CH2:14][CH3:15])[CH2:9]1)[C:2]1[CH:3]=[CH:4][CH:5]=[CH:6][CH:7]=1. Given the reactants [CH2:1]([N:8]1[CH2:13][CH2:12][NH:11][CH:10]([CH2:14][CH3:15])[CH2:9]1)[C:2]1[CH:7]=[CH:6][CH:5]=[CH:4][CH:3]=1.[Cl:16][C:17]1[CH:22]=[N:21][CH:20]=[C:19](Cl)[N:18]=1.C([O-])([O-])=O.[K+].[K+], predict the reaction product. (6) Given the reactants [C:1]([C:3]1[CH:4]=[C:5]([C:13]2[S:14][C:15]([C:18]3[CH:23]=[CH:22][C:21]([O:24][CH2:25][CH2:26][CH2:27][N:28](C)[C:29](=O)OC(C)(C)C)=[CH:20][C:19]=3[CH2:37][CH3:38])=[CH:16][N:17]=2)[CH:6]=[CH:7][C:8]=1[O:9][CH:10]([CH3:12])[CH3:11])#[N:2].C(O)(C(F)(F)F)=O, predict the reaction product. The product is: [CH2:37]([C:19]1[CH:20]=[C:21]([O:24][CH2:25][CH2:26][CH2:27][NH:28][CH3:29])[CH:22]=[CH:23][C:18]=1[C:15]1[S:14][C:13]([C:5]2[CH:6]=[CH:7][C:8]([O:9][CH:10]([CH3:11])[CH3:12])=[C:3]([CH:4]=2)[C:1]#[N:2])=[N:17][CH:16]=1)[CH3:38]. (7) Given the reactants [OH:1][C@H:2]1[CH2:7][N:6]([C:8]([O:10][CH2:11][C:12]2[CH:17]=[CH:16][CH:15]=[CH:14][CH:13]=2)=[O:9])[CH2:5][C@@H:4]([C:18]([OH:20])=[O:19])[CH2:3]1.CCN(CC)CC.[Si:28](Cl)([C:31]([CH3:34])([CH3:33])[CH3:32])([CH3:30])[CH3:29], predict the reaction product. The product is: [CH3:32][C:31]([Si:28]([CH3:30])([CH3:29])[O:1][C@H:2]1[CH2:7][N:6]([C:8]([O:10][CH2:11][C:12]2[CH:17]=[CH:16][CH:15]=[CH:14][CH:13]=2)=[O:9])[CH2:5][C@@H:4]([C:18]([OH:20])=[O:19])[CH2:3]1)([CH3:34])[CH3:33]. (8) Given the reactants [CH3:1][S:2]([CH3:5])(=[O:4])=[O:3].[Li]CCCC.[CH2:11]([O:13][C:14]1[CH:15]=[C:16]([CH:19]=[CH:20][C:21]=1[O:22][CH3:23])[C:17]#[N:18])[CH3:12].[BH4-].[Na+].C(O)(C(F)(F)F)=O.[OH-].[Na+], predict the reaction product. The product is: [CH2:11]([O:13][C:14]1[CH:15]=[C:16]([CH:17]([NH2:18])[CH2:1][S:2]([CH3:5])(=[O:4])=[O:3])[CH:19]=[CH:20][C:21]=1[O:22][CH3:23])[CH3:12]. (9) Given the reactants [F:1][CH:2]([F:25])[C:3]1[N:8]2[N:9]=[CH:10][C:11]([C:12]([OH:14])=O)=[C:7]2[N:6]=[C:5]([C:15]2[CH:20]=[CH:19][C:18]([C:21]([F:24])([F:23])[F:22])=[CH:17][CH:16]=2)[CH:4]=1.O[NH:27][C:28](=[NH:39])[C:29]1[CH:34]=[CH:33][CH:32]=[C:31]([S:35](=[O:38])(=[O:37])[NH2:36])[CH:30]=1, predict the reaction product. The product is: [F:25][CH:2]([F:1])[C:3]1[N:8]2[N:9]=[CH:10][C:11]([C:12]3[O:14][N:39]=[C:28]([C:29]4[CH:30]=[C:31]([S:35]([NH2:36])(=[O:37])=[O:38])[CH:32]=[CH:33][CH:34]=4)[N:27]=3)=[C:7]2[N:6]=[C:5]([C:15]2[CH:20]=[CH:19][C:18]([C:21]([F:23])([F:24])[F:22])=[CH:17][CH:16]=2)[CH:4]=1.